From a dataset of NCI-60 drug combinations with 297,098 pairs across 59 cell lines. Regression. Given two drug SMILES strings and cell line genomic features, predict the synergy score measuring deviation from expected non-interaction effect. (1) Drug 1: CC1=C2C(C(=O)C3(C(CC4C(C3C(C(C2(C)C)(CC1OC(=O)C(C(C5=CC=CC=C5)NC(=O)OC(C)(C)C)O)O)OC(=O)C6=CC=CC=C6)(CO4)OC(=O)C)OC)C)OC. Drug 2: CC1=C2C(C(=O)C3(C(CC4C(C3C(C(C2(C)C)(CC1OC(=O)C(C(C5=CC=CC=C5)NC(=O)C6=CC=CC=C6)O)O)OC(=O)C7=CC=CC=C7)(CO4)OC(=O)C)O)C)OC(=O)C. Cell line: SK-MEL-5. Synergy scores: CSS=56.4, Synergy_ZIP=3.09, Synergy_Bliss=3.48, Synergy_Loewe=2.84, Synergy_HSA=8.34. (2) Drug 1: CCC(=C(C1=CC=CC=C1)C2=CC=C(C=C2)OCCN(C)C)C3=CC=CC=C3.C(C(=O)O)C(CC(=O)O)(C(=O)O)O. Drug 2: C1=CC=C(C=C1)NC(=O)CCCCCCC(=O)NO. Cell line: K-562. Synergy scores: CSS=11.0, Synergy_ZIP=-4.42, Synergy_Bliss=-3.10, Synergy_Loewe=-2.26, Synergy_HSA=-1.74.